Dataset: Full USPTO retrosynthesis dataset with 1.9M reactions from patents (1976-2016). Task: Predict the reactants needed to synthesize the given product. Given the product [F:14][C:11]([F:12])([F:13])[C:10]([CH:16]1[CH2:20][CH2:19][NH:18][CH2:17]1)([OH:15])[CH2:9][OH:8], predict the reactants needed to synthesize it. The reactants are: C([O:8][CH2:9][C:10]([CH:16]1[CH2:20][CH2:19][N:18](CC2C=CC=CC=2)[CH2:17]1)([OH:15])[C:11]([F:14])([F:13])[F:12])C1C=CC=CC=1.[H][H].